This data is from Forward reaction prediction with 1.9M reactions from USPTO patents (1976-2016). The task is: Predict the product of the given reaction. (1) Given the reactants [N:1]1[C:5]2[C:6]3[CH:12]=[CH:11][S:10][C:7]=3[CH2:8][CH2:9][C:4]=2[S:3][C:2]=1[NH2:13].[Cl:14][C:15]1[CH:20]=[C:19]([Cl:21])[CH:18]=[C:17]([CH3:22])[C:16]=1[S:23](Cl)(=[O:25])=[O:24], predict the reaction product. The product is: [Cl:14][C:15]1[CH:20]=[C:19]([Cl:21])[CH:18]=[C:17]([CH3:22])[C:16]=1[S:23]([NH:13][C:2]1[S:3][C:4]2[CH2:9][CH2:8][C:7]3[S:10][CH:11]=[CH:12][C:6]=3[C:5]=2[N:1]=1)(=[O:25])=[O:24]. (2) Given the reactants [C:1]([O:5][C:6]([NH:8][CH2:9][CH2:10][CH2:11][CH2:12][CH2:13][CH2:14][CH2:15][CH2:16][O:17][C:18]1[C:41]([O:42][CH3:43])=[CH:40][C:21]2[C:22]3[N:27]([CH:28]([C:30]([CH3:33])([CH3:32])[CH3:31])[CH2:29][C:20]=2[CH:19]=1)[CH:26]=[C:25]([C:34]([O:36]CC)=[O:35])[C:24](=[O:39])[CH:23]=3)=[O:7])([CH3:4])([CH3:3])[CH3:2].CO.O.O[Li].O, predict the reaction product. The product is: [C:1]([O:5][C:6]([NH:8][CH2:9][CH2:10][CH2:11][CH2:12][CH2:13][CH2:14][CH2:15][CH2:16][O:17][C:18]1[C:41]([O:42][CH3:43])=[CH:40][C:21]2[C:22]3[N:27]([CH:28]([C:30]([CH3:31])([CH3:32])[CH3:33])[CH2:29][C:20]=2[CH:19]=1)[CH:26]=[C:25]([C:34]([OH:36])=[O:35])[C:24](=[O:39])[CH:23]=3)=[O:7])([CH3:2])([CH3:3])[CH3:4]. (3) Given the reactants [F:1][C:2]1[CH:23]=[CH:22][CH:21]=[C:20]([F:24])[C:3]=1[CH2:4][O:5][C:6]1[C:7]2[N:8]([C:13]([C:17](O)=[O:18])=[C:14]([CH3:16])[N:15]=2)[CH:9]=[C:10]([CH3:12])[CH:11]=1.CN(C(ON1N=NC2C=CC=NC1=2)=[N+](C)C)C.F[P-](F)(F)(F)(F)F.C(N(CC)C(C)C)(C)C.Cl.Cl.[CH3:60][S:61][CH2:62][CH2:63][CH:64]([NH2:67])[CH2:65][NH2:66].O.C(O)(C(F)(F)F)=O.C(#N)C, predict the reaction product. The product is: [NH2:67][CH:64]([CH2:63][CH2:62][S:61][CH3:60])[CH2:65][NH:66][C:17]([C:13]1[N:8]2[CH:9]=[C:10]([CH3:12])[CH:11]=[C:6]([O:5][CH2:4][C:3]3[C:2]([F:1])=[CH:23][CH:22]=[CH:21][C:20]=3[F:24])[C:7]2=[N:15][C:14]=1[CH3:16])=[O:18]. (4) Given the reactants [CH3:1][O:2][C:3](=[O:29])[CH2:4][C@H:5]1[C:9]2[CH:10]=[CH:11][C:12]([O:14][C@H:15]3[C:23]4[C:18](=[C:19](Br)[C:20]([C:24]([F:27])([F:26])[F:25])=[CH:21][CH:22]=4)[CH2:17][CH2:16]3)=[CH:13][C:8]=2[O:7][CH2:6]1.[Br-].[C:31]([C:33]1[CH:40]=[CH:39][CH:38]=[CH:37][C:34]=1[CH2:35][Zn+])#[N:32], predict the reaction product. The product is: [CH3:1][O:2][C:3](=[O:29])[CH2:4][C@H:5]1[C:9]2[CH:10]=[CH:11][C:12]([O:14][C@H:15]3[C:23]4[C:18](=[C:19]([CH2:35][C:34]5[CH:37]=[CH:38][CH:39]=[CH:40][C:33]=5[C:31]#[N:32])[C:20]([C:24]([F:27])([F:26])[F:25])=[CH:21][CH:22]=4)[CH2:17][CH2:16]3)=[CH:13][C:8]=2[O:7][CH2:6]1. (5) Given the reactants Cl.[CH3:2][CH:3]1[C:8](=[O:9])[CH2:7][CH2:6][NH:5][CH2:4]1.N1C=CC=CC=1.[F:16][C:17]([F:28])([F:27])[C:18](O[C:18](=[O:19])[C:17]([F:28])([F:27])[F:16])=[O:19], predict the reaction product. The product is: [F:16][C:17]([F:28])([F:27])[C:18]([N:5]1[CH2:6][CH2:7][C:8](=[O:9])[CH:3]([CH3:2])[CH2:4]1)=[O:19].